This data is from Full USPTO retrosynthesis dataset with 1.9M reactions from patents (1976-2016). The task is: Predict the reactants needed to synthesize the given product. (1) Given the product [Cl:1][C:2]1[CH:26]=[CH:25][C:5]([C:6]([NH:8][CH:9]([C:19]2[CH:24]=[CH:23][CH:22]=[CH:21][CH:20]=2)[CH2:10][NH:11][C:12](=[O:18])[O:13][C:14]([CH3:17])([CH3:16])[CH3:15])=[O:7])=[CH:4][C:3]=1[NH:27][C:28]([C:30]1[C:43](=[O:44])[NH:42][C:33]2[N:34]=[C:35]([NH:60][CH2:59][CH2:58][CH2:57][N:54]3[CH2:53][CH2:52][N:51]([CH3:50])[CH2:56][CH2:55]3)[N:36]=[CH:37][C:32]=2[CH:31]=1)=[O:29], predict the reactants needed to synthesize it. The reactants are: [Cl:1][C:2]1[CH:26]=[CH:25][C:5]([C:6]([NH:8][CH:9]([C:19]2[CH:24]=[CH:23][CH:22]=[CH:21][CH:20]=2)[CH2:10][NH:11][C:12](=[O:18])[O:13][C:14]([CH3:17])([CH3:16])[CH3:15])=[O:7])=[CH:4][C:3]=1[NH:27][C:28]([C:30]1[C:43](=[O:44])[NH:42][C:33]2[N:34]=[C:35](S(C)(=O)=O)[N:36]=[CH:37][C:32]=2[CH:31]=1)=[O:29].CN(C=O)C.[CH3:50][N:51]1[CH2:56][CH2:55][N:54]([CH2:57][CH2:58][CH2:59][NH2:60])[CH2:53][CH2:52]1. (2) The reactants are: [CH3:1][O:2][C:3]1[CH:8]=[C:7]([CH3:9])[C:6]([S:10]([N:13]([CH2:15][C:16]2[O:20][C:19]([C:21]([O:23]CC)=O)=[N:18][N:17]=2)[CH3:14])(=[O:12])=[O:11])=[C:5]([CH3:26])[CH:4]=1.[CH3:27][NH:28][CH2:29][C:30]1[CH:31]=[C:32]2[C:36](=[CH:37][CH:38]=1)[CH2:35][N:34]([CH3:39])[CH2:33]2. Given the product [CH3:1][O:2][C:3]1[CH:4]=[C:5]([CH3:26])[C:6]([S:10]([N:13]([CH2:15][C:16]2[O:20][C:19]([C:21]([N:28]([CH3:27])[CH2:29][C:30]3[CH:31]=[C:32]4[C:36](=[CH:37][CH:38]=3)[CH2:35][N:34]([CH3:39])[CH2:33]4)=[O:23])=[N:18][N:17]=2)[CH3:14])(=[O:11])=[O:12])=[C:7]([CH3:9])[CH:8]=1, predict the reactants needed to synthesize it. (3) Given the product [S:1]1[C:5]2[CH:6]=[CH:7][CH:8]=[CH:9][C:4]=2[N:3]=[C:2]1/[C:10](=[CH:13]/[N:14]([CH3:16])[CH3:15])/[C:11]#[N:12], predict the reactants needed to synthesize it. The reactants are: [S:1]1[C:5]2[CH:6]=[CH:7][CH:8]=[CH:9][C:4]=2[N:3]=[C:2]1[CH2:10][C:11]#[N:12].[CH3:13][N:14]([CH:16](OC)OC)[CH3:15].